Predict which catalyst facilitates the given reaction. From a dataset of Catalyst prediction with 721,799 reactions and 888 catalyst types from USPTO. (1) Reactant: [OH-].[Li+].[F:3][C:4]([F:37])([F:36])[C:5]1[N:6]=[CH:7][N:8]([C:10]2[CH:35]=[CH:34][C:13]([O:14][CH:15]([C:19]3[CH:33]=[CH:32][C:22]([C:23]([NH:25][CH2:26][CH2:27][C:28]([O:30]C)=[O:29])=[O:24])=[CH:21][CH:20]=3)[CH2:16][CH2:17][CH3:18])=[CH:12][CH:11]=2)[CH:9]=1.Cl. Product: [F:37][C:4]([F:3])([F:36])[C:5]1[N:6]=[CH:7][N:8]([C:10]2[CH:35]=[CH:34][C:13]([O:14][CH:15]([C:19]3[CH:33]=[CH:32][C:22]([C:23]([NH:25][CH2:26][CH2:27][C:28]([OH:30])=[O:29])=[O:24])=[CH:21][CH:20]=3)[CH2:16][CH2:17][CH3:18])=[CH:12][CH:11]=2)[CH:9]=1. The catalyst class is: 7. (2) Reactant: [NH2:1][C:2]1[CH:3]=[N:4][C:5]2[C:10]([C:11]=1[NH:12][CH2:13][C:14]1([OH:18])[CH2:17][CH2:16][CH2:15]1)=[CH:9][CH:8]=[CH:7][CH:6]=2.C(N(CC)CC)C.C(Cl)(Cl)Cl.[CH2:30]([O:32][CH2:33][C:34](Cl)=O)[CH3:31]. Product: [CH2:30]([O:32][CH2:33][C:34]1[N:12]([CH2:13][C:14]2([OH:18])[CH2:17][CH2:16][CH2:15]2)[C:11]2[C:10]3[CH:9]=[CH:8][CH:7]=[CH:6][C:5]=3[N:4]=[CH:3][C:2]=2[N:1]=1)[CH3:31]. The catalyst class is: 4. (3) Reactant: [N:1]12[CH2:9][CH2:8][CH:5]([CH2:6][CH2:7]1)[N:4]([C:10]1[N:15]=[CH:14][C:13]([NH2:16])=[CH:12][N:11]=1)[CH2:3][CH2:2]2.[N+:17]([C:20]1[CH:28]=[CH:27][CH:26]=[CH:25][C:21]=1[C:22]([Cl:24])=[O:23])([O-:19])=[O:18]. Product: [ClH:24].[N:1]12[CH2:7][CH2:6][CH:5]([CH2:8][CH2:9]1)[N:4]([C:10]1[N:15]=[CH:14][C:13]([NH:16][C:22](=[O:23])[C:21]3[CH:25]=[CH:26][CH:27]=[CH:28][C:20]=3[N+:17]([O-:19])=[O:18])=[CH:12][N:11]=1)[CH2:3][CH2:2]2. The catalyst class is: 1. (4) Reactant: [CH2:1]([CH:8]([CH2:14][NH:15][C:16]([O:18][C:19]([CH3:22])([CH3:21])[CH3:20])=[O:17])[C:9]([O:11]CC)=[O:10])[C:2]1[CH:7]=[CH:6][CH:5]=[CH:4][CH:3]=1.[OH-].[Na+].Cl. The catalyst class is: 7. Product: [CH2:1]([CH:8]([CH2:14][NH:15][C:16]([O:18][C:19]([CH3:22])([CH3:21])[CH3:20])=[O:17])[C:9]([OH:11])=[O:10])[C:2]1[CH:3]=[CH:4][CH:5]=[CH:6][CH:7]=1. (5) Reactant: [C:1]([C:5]1[CH:10]=[CH:9][C:8]([NH2:11])=[C:7]([F:12])[CH:6]=1)([CH3:4])([CH3:3])[CH3:2].[Na+].[Br-:14].OOS([O-])=O.[K+].[O-]S([O-])(=S)=O.[Na+].[Na+]. Product: [Br:14][C:9]1[CH:10]=[C:5]([C:1]([CH3:4])([CH3:2])[CH3:3])[CH:6]=[C:7]([F:12])[C:8]=1[NH2:11]. The catalyst class is: 47.